This data is from Full USPTO retrosynthesis dataset with 1.9M reactions from patents (1976-2016). The task is: Predict the reactants needed to synthesize the given product. (1) Given the product [CH2:1]([N:8]1[C:20]2[C:11](=[C:12]3[C:17](=[C:18]4[CH:24]=[C:23]([F:25])[CH:22]=[CH:21][C:19]4=2)[C:16](=[O:26])[N:15]([CH2:39][O:38][CH2:37][CH2:36][Si:35]([CH3:42])([CH3:41])[CH3:34])[CH:14]=[CH:13]3)[N:10]=[C:9]1[Cl:27])[C:2]1[CH:3]=[CH:4][CH:5]=[CH:6][CH:7]=1, predict the reactants needed to synthesize it. The reactants are: [CH2:1]([N:8]1[C:20]2[C:11](=[C:12]3[C:17](=[C:18]4[CH:24]=[C:23]([F:25])[CH:22]=[CH:21][C:19]4=2)[C:16](=[O:26])[NH:15][CH:14]=[CH:13]3)[N:10]=[C:9]1[Cl:27])[C:2]1[CH:7]=[CH:6][CH:5]=[CH:4][CH:3]=1.CC(C)([O-])C.[K+].[CH3:34][Si:35]([CH3:42])([CH3:41])[CH2:36][CH2:37][O:38][CH2:39]Cl.O. (2) Given the product [CH:1]1([CH2:4][O:5][C:6]2[C:15]([F:16])=[CH:14][C:9]([C:10]([OH:12])=[O:11])=[CH:8][N:7]=2)[CH2:3][CH2:2]1, predict the reactants needed to synthesize it. The reactants are: [CH:1]1([CH2:4][O:5][C:6]2[C:15]([F:16])=[CH:14][C:9]([C:10]([O:12]C)=[O:11])=[CH:8][N:7]=2)[CH2:3][CH2:2]1.C1COCC1.[OH-].[Li+].Cl. (3) Given the product [CH3:1][O:2][C:3]1[CH:8]=[CH:7][CH:6]=[C:5]([O:9][CH3:10])[C:4]=1[CH:22]=[O:23], predict the reactants needed to synthesize it. The reactants are: [CH3:1][O:2][C:3]1[CH:8]=[CH:7][CH:6]=[C:5]([O:9][CH3:10])[CH:4]=1.CN(CCN(C)C)C.CN([CH:22]=[O:23])C. (4) Given the product [CH:1]1([N:6]2[CH2:12][CH:11]([CH2:13][C:14]#[CH:15])[C:10](=[O:16])[N:9]([CH3:17])[C:8]3[CH:18]=[N:19][C:20]([NH:22][C:23]4[CH:31]=[CH:30][C:26]([C:27]([NH:34][C@@H:35]5[CH2:40][CH2:39][CH2:38][NH:37][CH2:36]5)=[O:29])=[CH:25][C:24]=4[O:32][CH3:33])=[N:21][C:7]2=3)[CH2:5][CH2:4][CH2:3][CH2:2]1, predict the reactants needed to synthesize it. The reactants are: [CH:1]1([N:6]2[CH2:12][CH:11]([CH2:13][C:14]#[CH:15])[C:10](=[O:16])[N:9]([CH3:17])[C:8]3[CH:18]=[N:19][C:20]([NH:22][C:23]4[CH:31]=[CH:30][C:26]([C:27]([OH:29])=O)=[CH:25][C:24]=4[O:32][CH3:33])=[N:21][C:7]2=3)[CH2:5][CH2:4][CH2:3][CH2:2]1.[NH2:34][C@@H:35]1[CH2:40][CH2:39][CH2:38][N:37](C(OC(C)(C)C)=O)[CH2:36]1. (5) The reactants are: [CH3:1][C:2]1[N:3]=[C:4]([NH2:8])[S:5][C:6]=1[CH3:7].[CH3:9][O:10][CH2:11][CH2:12][Br:13]. Given the product [BrH:13].[CH3:9][O:10][CH2:11][CH2:12][N:3]1[C:2]([CH3:1])=[C:6]([CH3:7])[S:5][C:4]1=[NH:8], predict the reactants needed to synthesize it.